Dataset: NCI-60 drug combinations with 297,098 pairs across 59 cell lines. Task: Regression. Given two drug SMILES strings and cell line genomic features, predict the synergy score measuring deviation from expected non-interaction effect. (1) Drug 1: CCC1=C2CN3C(=CC4=C(C3=O)COC(=O)C4(CC)O)C2=NC5=C1C=C(C=C5)O. Drug 2: C1=NC(=NC(=O)N1C2C(C(C(O2)CO)O)O)N. Cell line: NCI-H522. Synergy scores: CSS=55.7, Synergy_ZIP=-5.00, Synergy_Bliss=-2.31, Synergy_Loewe=-0.677, Synergy_HSA=3.60. (2) Drug 1: CC1=CC2C(CCC3(C2CCC3(C(=O)C)OC(=O)C)C)C4(C1=CC(=O)CC4)C. Drug 2: CS(=O)(=O)OCCCCOS(=O)(=O)C. Cell line: CAKI-1. Synergy scores: CSS=10.1, Synergy_ZIP=0.419, Synergy_Bliss=-3.61, Synergy_Loewe=-9.18, Synergy_HSA=-7.09. (3) Drug 1: C1CNP(=O)(OC1)N(CCCl)CCCl. Drug 2: C(CCl)NC(=O)N(CCCl)N=O. Cell line: MALME-3M. Synergy scores: CSS=-5.48, Synergy_ZIP=3.68, Synergy_Bliss=-0.539, Synergy_Loewe=-5.93, Synergy_HSA=-7.86.